This data is from NCI-60 drug combinations with 297,098 pairs across 59 cell lines. The task is: Regression. Given two drug SMILES strings and cell line genomic features, predict the synergy score measuring deviation from expected non-interaction effect. (1) Drug 1: C1=CN(C=N1)CC(O)(P(=O)(O)O)P(=O)(O)O. Drug 2: CC(C)(C#N)C1=CC(=CC(=C1)CN2C=NC=N2)C(C)(C)C#N. Cell line: IGROV1. Synergy scores: CSS=1.66, Synergy_ZIP=3.02, Synergy_Bliss=6.94, Synergy_Loewe=1.65, Synergy_HSA=0.366. (2) Drug 1: C(=O)(N)NO. Drug 2: CC1=C(N=C(N=C1N)C(CC(=O)N)NCC(C(=O)N)N)C(=O)NC(C(C2=CN=CN2)OC3C(C(C(C(O3)CO)O)O)OC4C(C(C(C(O4)CO)O)OC(=O)N)O)C(=O)NC(C)C(C(C)C(=O)NC(C(C)O)C(=O)NCCC5=NC(=CS5)C6=NC(=CS6)C(=O)NCCC[S+](C)C)O. Cell line: MCF7. Synergy scores: CSS=12.4, Synergy_ZIP=-6.23, Synergy_Bliss=-4.94, Synergy_Loewe=-24.7, Synergy_HSA=-3.40. (3) Drug 1: C1=CC(=CC=C1CCC2=CNC3=C2C(=O)NC(=N3)N)C(=O)NC(CCC(=O)O)C(=O)O. Drug 2: C1=C(C(=O)NC(=O)N1)N(CCCl)CCCl. Cell line: OVCAR-5. Synergy scores: CSS=25.5, Synergy_ZIP=-7.87, Synergy_Bliss=1.97, Synergy_Loewe=-8.37, Synergy_HSA=4.89. (4) Drug 1: COC1=CC(=CC(=C1O)OC)C2C3C(COC3=O)C(C4=CC5=C(C=C24)OCO5)OC6C(C(C7C(O6)COC(O7)C8=CC=CS8)O)O. Drug 2: CC1C(C(CC(O1)OC2CC(CC3=C2C(=C4C(=C3O)C(=O)C5=C(C4=O)C(=CC=C5)OC)O)(C(=O)C)O)N)O.Cl. Cell line: TK-10. Synergy scores: CSS=30.5, Synergy_ZIP=-4.41, Synergy_Bliss=4.28, Synergy_Loewe=5.88, Synergy_HSA=6.59.